Task: Predict the product of the given reaction.. Dataset: Forward reaction prediction with 1.9M reactions from USPTO patents (1976-2016) (1) Given the reactants [CH2:1]1[C:4]2([CH2:7][N:6]([CH2:8][C:9]3[CH:26]=[CH:25][C:12]([O:13][CH:14]4[CH2:17][N:16](C(OC(C)(C)C)=O)[CH2:15]4)=[CH:11][CH:10]=3)[CH2:5]2)[CH2:3][O:2]1.C(O)(C(F)(F)F)=O.C([O-])([O-])=O.[K+].[K+], predict the reaction product. The product is: [NH:16]1[CH2:17][CH:14]([O:13][C:12]2[CH:25]=[CH:26][C:9]([CH2:8][N:6]3[CH2:5][C:4]4([CH2:1][O:2][CH2:3]4)[CH2:7]3)=[CH:10][CH:11]=2)[CH2:15]1. (2) Given the reactants N1(CCN2[CH2:15][CH2:14][CH:13]([NH:16][C:17]([C:19]3[NH:20][C:21]4[C:26]([CH:27]=3)=[C:25]([O:28][CH2:29][CH:30]([CH3:32])[CH3:31])[CH:24]=[CH:23][CH:22]=4)=[O:18])[CH2:12][CH2:11]2)CCCCCC1.Cl.Cl.NC1C=C[C:39]([C@H:42]([N:44]([CH3:51])[CH:45]2[CH2:50][CH2:49][O:48][CH2:47][CH2:46]2)[CH3:43])=CC=1, predict the reaction product. The product is: [CH3:51][N:44]([CH:45]1[CH2:46][CH2:47][O:48][CH2:49][CH2:50]1)[C@@H:42]([C:43]1[CH:11]=[CH:12][C:13]([NH:16][C:17]([C:19]2[NH:20][C:21]3[C:26]([CH:27]=2)=[C:25]([O:28][CH2:29][CH:30]([CH3:31])[CH3:32])[CH:24]=[CH:23][CH:22]=3)=[O:18])=[CH:14][CH:15]=1)[CH3:39]. (3) Given the reactants [NH2:1][C:2]1[C:7]2[N:8]=[C:9]([S:21][C:22]3[C:30]([O:31][CH3:32])=[CH:29][C:25]4[O:26][CH2:27][O:28][C:24]=4[CH:23]=3)[N:10]([CH2:11][CH2:12][NH:13]C(=O)OC(C)(C)C)[C:6]=2[CH:5]=[CH:4][N:3]=1.C(O)(C(F)(F)F)=O.C([O-])([O-])=O.[Na+].[Na+], predict the reaction product. The product is: [NH2:13][CH2:12][CH2:11][N:10]1[C:6]2[CH:5]=[CH:4][N:3]=[C:2]([NH2:1])[C:7]=2[N:8]=[C:9]1[S:21][C:22]1[C:30]([O:31][CH3:32])=[CH:29][C:25]2[O:26][CH2:27][O:28][C:24]=2[CH:23]=1.